Dataset: Forward reaction prediction with 1.9M reactions from USPTO patents (1976-2016). Task: Predict the product of the given reaction. (1) Given the reactants [C:1]1([C@H:11]([NH2:13])[CH3:12])[C:10]2[C:5](=[CH:6][CH:7]=[CH:8][CH:9]=2)[CH:4]=[CH:3][CH:2]=1.FC(F)(F)C1C=C(C=CC=O)C=CC=1, predict the reaction product. The product is: [C:1]1([CH:11]([NH2:13])[CH3:12])[C:10]2[C:5](=[CH:6][CH:7]=[CH:8][CH:9]=2)[CH:4]=[CH:3][CH:2]=1. (2) Given the reactants [C:1]([C:11]1[CH:18]=[CH:17][C:14]([CH:15]=O)=[CH:13][CH:12]=1)#[C:2][CH2:3][CH2:4][CH2:5][CH2:6][CH2:7][CH2:8][CH2:9][CH3:10].[NH2:19][CH2:20][C:21]1[CH:26]=[CH:25][C:24](/[CH:27]=[CH:28]/[C:29]([O:31][CH3:32])=[O:30])=[CH:23][CH:22]=1, predict the reaction product. The product is: [C:1]([C:11]1[CH:18]=[CH:17][C:14]([CH2:15][NH:19][CH2:20][C:21]2[CH:22]=[CH:23][C:24](/[CH:27]=[CH:28]/[C:29]([O:31][CH3:32])=[O:30])=[CH:25][CH:26]=2)=[CH:13][CH:12]=1)#[C:2][CH2:3][CH2:4][CH2:5][CH2:6][CH2:7][CH2:8][CH2:9][CH3:10]. (3) Given the reactants [NH2:1][C:2]1[CH:7]=[CH:6][CH:5]=[CH:4][C:3]=1[C:8]1[NH:9][C:10]2[C:15]([C:16]=1[CH:17]1[CH2:22][CH2:21][CH2:20][CH2:19][CH2:18]1)=[CH:14][CH:13]=[C:12]([C:23]([O:25][CH3:26])=[O:24])[CH:11]=2.C([O-])(=O)C.[Na+].C(O)(=O)C.[Cl:36][CH2:37][C:38](Cl)=[O:39].C(=O)([O-])O.[Na+], predict the reaction product. The product is: [Cl:36][CH2:37][C:38]([NH:1][C:2]1[CH:7]=[CH:6][CH:5]=[CH:4][C:3]=1[C:8]1[NH:9][C:10]2[C:15]([C:16]=1[CH:17]1[CH2:22][CH2:21][CH2:20][CH2:19][CH2:18]1)=[CH:14][CH:13]=[C:12]([C:23]([O:25][CH3:26])=[O:24])[CH:11]=2)=[O:39]. (4) Given the reactants [N+:1]([CH:4]([CH3:6])[CH3:5])([O-:3])=[O:2].[C:7]([O:11][CH3:12])(=[O:10])[CH:8]=[CH2:9].Cl.O, predict the reaction product. The product is: [CH3:5][C:4]([N+:1]([O-:3])=[O:2])([CH3:6])[CH2:9][CH2:8][C:7]([O:11][CH3:12])=[O:10]. (5) Given the reactants [CH3:1][O:2][C:3]1[CH:4]=[C:5]([CH:8]=[CH:9][C:10]=1[O:11][S:12]([C:15]1[CH:21]=[CH:20][C:18]([CH3:19])=[CH:17][CH:16]=1)(=[O:14])=[O:13])[CH2:6]O.S(Cl)([Cl:24])=O, predict the reaction product. The product is: [CH3:1][O:2][C:3]1[CH:4]=[C:5]([CH:8]=[CH:9][C:10]=1[O:11][S:12]([C:15]1[CH:21]=[CH:20][C:18]([CH3:19])=[CH:17][CH:16]=1)(=[O:14])=[O:13])[CH2:6][Cl:24]. (6) Given the reactants Cl[C:2]1[C:11]([C:12]([OH:14])=[O:13])=[CH:10][C:9]2[C:4](=[CH:5][CH:6]=[C:7]([Cl:15])[CH:8]=2)[N:3]=1.[NH2:16][CH:17]([C:35]([OH:37])=[O:36])[CH2:18][C:19]1[CH:24]=[CH:23][C:22]([NH:25][C:26]2[C:31]([C:32]([OH:34])=[O:33])=[CH:30][CH:29]=[CH:28][N:27]=2)=[CH:21][CH:20]=1, predict the reaction product. The product is: [C:35]([CH:17]([NH:16][C:2]1[C:11]([C:12]([OH:14])=[O:13])=[CH:10][C:9]2[C:4](=[CH:5][CH:6]=[C:7]([Cl:15])[CH:8]=2)[N:3]=1)[CH2:18][C:19]1[CH:20]=[CH:21][C:22]([NH:25][C:26]2[C:31]([C:32]([OH:34])=[O:33])=[CH:30][CH:29]=[CH:28][N:27]=2)=[CH:23][CH:24]=1)([OH:37])=[O:36]. (7) Given the reactants [OH:1][CH:2]1[CH:7]([C:8]2[CH:13]=[CH:12][C:11]([O:14][CH2:15][CH2:16][CH2:17][O:18][CH2:19][C:20]3[CH:24]=[CH:23][S:22][CH:21]=3)=[CH:10][CH:9]=2)[CH2:6][CH2:5][N:4]([C:25]([O:27][C:28]([CH3:31])([CH3:30])[CH3:29])=[O:26])[CH2:3]1.Cl[CH2:33][C:34]1[CH:35]=[C:36]([O:46][CH2:47][CH2:48][CH2:49][O:50][CH3:51])[C:37]2[C:42]([CH:43]=1)=[C:41]([O:44][CH3:45])[CH:40]=[CH:39][CH:38]=2, predict the reaction product. The product is: [CH3:45][O:44][C:41]1[CH:40]=[CH:39][CH:38]=[C:37]2[C:42]=1[CH:43]=[C:34]([CH2:33][O:1][CH:2]1[CH:7]([C:8]3[CH:9]=[CH:10][C:11]([O:14][CH2:15][CH2:16][CH2:17][O:18][CH2:19][C:20]4[CH:24]=[CH:23][S:22][CH:21]=4)=[CH:12][CH:13]=3)[CH2:6][CH2:5][N:4]([C:25]([O:27][C:28]([CH3:31])([CH3:30])[CH3:29])=[O:26])[CH2:3]1)[CH:35]=[C:36]2[O:46][CH2:47][CH2:48][CH2:49][O:50][CH3:51]. (8) Given the reactants [OH:1][N:2]=[C:3]([NH2:15])[C:4]1[CH:9]=[CH:8][C:7]([O:10][C:11]([F:14])([F:13])[F:12])=[CH:6][CH:5]=1.[CH3:16][C:17]1[NH:21][N:20]=[C:19]([C:22](O)=O)[N:18]=1.CCN=C=NCCCN(C)C.Cl.C1C=CC2N(O)N=NC=2C=1, predict the reaction product. The product is: [CH3:16][C:17]1[NH:21][N:20]=[C:19]([C:22]2[O:1][N:2]=[C:3]([C:4]3[CH:5]=[CH:6][C:7]([O:10][C:11]([F:13])([F:12])[F:14])=[CH:8][CH:9]=3)[N:15]=2)[N:18]=1.